Dataset: NCI-60 drug combinations with 297,098 pairs across 59 cell lines. Task: Regression. Given two drug SMILES strings and cell line genomic features, predict the synergy score measuring deviation from expected non-interaction effect. (1) Drug 1: CN(CC1=CN=C2C(=N1)C(=NC(=N2)N)N)C3=CC=C(C=C3)C(=O)NC(CCC(=O)O)C(=O)O. Drug 2: C(CC(=O)O)C(=O)CN.Cl. Cell line: MCF7. Synergy scores: CSS=33.1, Synergy_ZIP=-1.42, Synergy_Bliss=5.72, Synergy_Loewe=3.14, Synergy_HSA=4.79. (2) Drug 1: C1=CC(=CC=C1CCCC(=O)O)N(CCCl)CCCl. Drug 2: C1CN(CCN1C(=O)CCBr)C(=O)CCBr. Cell line: NCI-H226. Synergy scores: CSS=15.8, Synergy_ZIP=-2.34, Synergy_Bliss=-0.672, Synergy_Loewe=-5.31, Synergy_HSA=1.44. (3) Drug 1: CC1=C2C(C(=O)C3(C(CC4C(C3C(C(C2(C)C)(CC1OC(=O)C(C(C5=CC=CC=C5)NC(=O)C6=CC=CC=C6)O)O)OC(=O)C7=CC=CC=C7)(CO4)OC(=O)C)O)C)OC(=O)C. Drug 2: CCC1(CC2CC(C3=C(CCN(C2)C1)C4=CC=CC=C4N3)(C5=C(C=C6C(=C5)C78CCN9C7C(C=CC9)(C(C(C8N6C)(C(=O)OC)O)OC(=O)C)CC)OC)C(=O)OC)O.OS(=O)(=O)O. Cell line: SW-620. Synergy scores: CSS=1.95, Synergy_ZIP=2.99, Synergy_Bliss=-2.77, Synergy_Loewe=-3.42, Synergy_HSA=-4.52. (4) Drug 1: CN1CCC(CC1)COC2=C(C=C3C(=C2)N=CN=C3NC4=C(C=C(C=C4)Br)F)OC. Drug 2: CC1C(C(CC(O1)OC2CC(CC3=C2C(=C4C(=C3O)C(=O)C5=CC=CC=C5C4=O)O)(C(=O)C)O)N)O. Cell line: HT29. Synergy scores: CSS=39.1, Synergy_ZIP=2.57, Synergy_Bliss=5.22, Synergy_Loewe=-7.04, Synergy_HSA=4.42.